This data is from Peptide-MHC class I binding affinity with 185,985 pairs from IEDB/IMGT. The task is: Regression. Given a peptide amino acid sequence and an MHC pseudo amino acid sequence, predict their binding affinity value. This is MHC class I binding data. The peptide sequence is WPAGRLVEA. The MHC is HLA-B40:01 with pseudo-sequence HLA-B40:01. The binding affinity (normalized) is 0.0847.